Dataset: Catalyst prediction with 721,799 reactions and 888 catalyst types from USPTO. Task: Predict which catalyst facilitates the given reaction. (1) Reactant: [NH2:1][C:2]1[CH:3]=[C:4]2[CH2:11][O:10][CH:9]([CH2:12][OH:13])[CH2:8][C:5]2=[N:6][CH:7]=1.[F:14][C:15]([F:29])([F:28])/[CH:16]=[CH:17]/[C:18]1[CH:26]=[CH:25][C:21]([C:22](O)=[O:23])=[C:20]([CH3:27])[CH:19]=1.Cl.CN(C)CCCN=C=NCC.ON1C2N=CC=CC=2N=N1.C(N(CC)C(C)C)(C)C.C([O-])(O)=O.[Na+]. Product: [OH:13][CH2:12][CH:9]1[O:10][CH2:11][C:4]2[C:5](=[N:6][CH:7]=[C:2]([NH:1][C:22](=[O:23])[C:21]3[CH:25]=[CH:26][C:18](/[CH:17]=[CH:16]/[C:15]([F:29])([F:28])[F:14])=[CH:19][C:20]=3[CH3:27])[CH:3]=2)[CH2:8]1. The catalyst class is: 3. (2) Reactant: ClC1C=CC(C#N)=C(OC2C=CC=C(CCl)C=2CCC)C=1.[C:22]([OH:29])(=[O:28])/[CH:23]=[CH:24]/[C:25]([OH:27])=[O:26].[NH2:30][CH2:31][C:32]1[C:33]([CH2:48][CH2:49][CH3:50])=[C:34]([CH:45]=[CH:46][CH:47]=1)[O:35][C:36]1[CH:43]=[C:42]([Cl:44])[CH:41]=[CH:40][C:37]=1[C:38]#[N:39].[NH2:51][CH2:52][C:53]1[C:54]([CH2:69][CH2:70][CH3:71])=[C:55]([CH:66]=[CH:67][CH:68]=1)[O:56][C:57]1[CH:64]=[C:63]([Cl:65])[CH:62]=[CH:61][C:58]=1[C:59]#[N:60].ClC1C=CC(C#N)=C(OC2C=CC=C(CCl)C=2CCC)C=1.N.C(O)(=O)/C=C/C(O)=O. Product: [C:22]([OH:29])(=[O:28])/[CH:23]=[CH:24]/[C:25]([OH:27])=[O:26].[NH2:30][CH2:31][C:32]1[C:33]([CH2:48][CH2:49][CH3:50])=[C:34]([CH:45]=[CH:46][CH:47]=1)[O:35][C:36]1[CH:43]=[C:42]([Cl:44])[CH:41]=[CH:40][C:37]=1[C:38]#[N:39].[NH2:51][CH2:52][C:53]1[C:54]([CH2:69][CH2:70][CH3:71])=[C:55]([CH:66]=[CH:67][CH:68]=1)[O:56][C:57]1[CH:64]=[C:63]([Cl:65])[CH:62]=[CH:61][C:58]=1[C:59]#[N:60]. The catalyst class is: 5. (3) Reactant: [CH2:1]([O:3][C:4]([C:6]1[NH:7][CH:8]=[C:9]([C:18]2[CH:23]=[CH:22][CH:21]=[CH:20][N:19]=2)[C:10]=1[C:11]1[CH:16]=[CH:15][C:14]([F:17])=[CH:13][CH:12]=1)=[O:5])[CH3:2].[OH-].[K+].I[CH:27]([CH3:29])[CH3:28].CCOCC. Product: [CH2:1]([O:3][C:4]([C:6]1[N:7]([CH:27]([CH3:29])[CH3:28])[CH:8]=[C:9]([C:18]2[CH:23]=[CH:22][CH:21]=[CH:20][N:19]=2)[C:10]=1[C:11]1[CH:12]=[CH:13][C:14]([F:17])=[CH:15][CH:16]=1)=[O:5])[CH3:2]. The catalyst class is: 58. (4) Reactant: [CH2:1]([O:4][CH2:5][CH2:6][OH:7])[CH:2]=[CH2:3].[Na].[C:9]([O:13][CH3:14])(=[O:12])[CH:10]=[CH2:11]. Product: [CH3:14][O:13][C:9](=[O:12])[CH2:10][CH2:11][O:7][CH2:6][CH2:5][O:4][CH2:1][CH:2]=[CH2:3]. The catalyst class is: 1. (5) Reactant: Br[C:2]1[S:6][C:5]([C:7]([C@H:11]2[CH2:16][CH2:15][C@H:14]([C:17]([O:19][CH2:20][CH3:21])=[O:18])[CH2:13][CH2:12]2)([OH:10])[CH2:8][F:9])=[N:4][CH:3]=1.[CH3:22][C:23]1[CH:24]=[C:25]([NH:38][C:39]2[N:44]=[C:43]([C:45]([F:48])([F:47])[F:46])[CH:42]=[CH:41][N:40]=2)[CH:26]=[C:27](B2OC(C)(C)C(C)(C)O2)[CH:28]=1.CC(C1C=C(C(C)C)C(C2C=CC=CC=2P(C2CCCCC2)C2CCCCC2)=C(C(C)C)C=1)C.C(=O)([O-])[O-].[Cs+].[Cs+]. Product: [F:9][CH2:8][C:7]([C@H:11]1[CH2:16][CH2:15][C@H:14]([C:17]([O:19][CH2:20][CH3:21])=[O:18])[CH2:13][CH2:12]1)([OH:10])[C:5]1[S:6][C:2]([C:27]2[CH:26]=[C:25]([NH:38][C:39]3[N:44]=[C:43]([C:45]([F:48])([F:47])[F:46])[CH:42]=[CH:41][N:40]=3)[CH:24]=[C:23]([CH3:22])[CH:28]=2)=[CH:3][N:4]=1. The catalyst class is: 552.